Dataset: Full USPTO retrosynthesis dataset with 1.9M reactions from patents (1976-2016). Task: Predict the reactants needed to synthesize the given product. (1) Given the product [C:44]([O:5][C:6]1[CH:7]=[CH:8][C:9]([CH3:38])=[C:10]([C:12]([N:14]2[CH2:15][CH2:16][CH:17]([N:20]3[C:24](=[O:25])[C:23]([CH3:26])([CH3:27])[C:22]([C:28]4[CH:33]=[CH:32][C:31]([O:34][CH3:35])=[C:30]([O:36][CH3:37])[CH:29]=4)=[N:21]3)[CH2:18][CH2:19]2)=[O:13])[CH:11]=1)([CH3:47])([CH3:46])[CH3:45], predict the reactants needed to synthesize it. The reactants are: ClC1C=CC=C(Cl)C=1C[O:5][C:6]1[CH:7]=[CH:8][C:9]([CH3:38])=[C:10]([C:12]([N:14]2[CH2:19][CH2:18][CH:17]([N:20]3[C:24](=[O:25])[C:23]([CH3:27])([CH3:26])[C:22]([C:28]4[CH:33]=[CH:32][C:31]([O:34][CH3:35])=[C:30]([O:36][CH3:37])[CH:29]=4)=[N:21]3)[CH2:16][CH2:15]2)=[O:13])[CH:11]=1.[C:44](OC(O[C:44]([CH3:47])([CH3:46])[CH3:45])N(C)C)([CH3:47])([CH3:46])[CH3:45]. (2) Given the product [C:1]([O:5][C:6]1[CH:35]=[CH:34][CH:33]=[CH:32][C:7]=1[CH2:8][N:9]([CH2:25][C:26]1[CH:31]=[CH:30][CH:29]=[CH:28][N:27]=1)[CH2:10][CH2:11][CH2:12][N:13]1[CH2:14][CH2:15][CH:16]([C:19]2[CH:20]=[CH:21][CH:22]=[CH:23][C:24]=2[O:37][CH3:36])[CH2:17][CH2:18]1)([CH3:4])([CH3:2])[CH3:3], predict the reactants needed to synthesize it. The reactants are: [C:1]([O:5][C:6]1[CH:35]=[CH:34][CH:33]=[CH:32][C:7]=1[CH2:8][N:9]([CH2:25][C:26]1[CH:31]=[CH:30][CH:29]=[CH:28][N:27]=1)[CH2:10][CH2:11][CH2:12][N:13]1[CH2:18][CH2:17][CH:16]([C:19]2[CH:24]=[CH:23][CH:22]=[CH:21][CH:20]=2)[CH2:15][CH2:14]1)([CH3:4])([CH3:3])[CH3:2].[CH3:36][O:37]C1(C2C=CC=CC=2)CCCCN1.C(OC1C=CC=CC=1CN(CC1C=CC=CN=1)CCCCl)(C)(C)C.C([O-])([O-])=O.[K+].[K+]. (3) Given the product [Cl:15][C:7]1[CH:8]=[C:9]2[C:4](=[CH:5][CH:6]=1)[N:3]=[C:2]([NH:16][C@H:17]([C:18](=[O:19])[NH:20][CH2:21][CH2:22][OH:23])[CH2:24][C:25]1[CH:30]=[CH:29][CH:28]=[CH:27][CH:26]=1)[C:11]([C:12]([OH:14])=[O:13])=[CH:10]2, predict the reactants needed to synthesize it. The reactants are: Cl[C:2]1[C:11]([C:12]([OH:14])=[O:13])=[CH:10][C:9]2[C:4](=[CH:5][CH:6]=[C:7]([Cl:15])[CH:8]=2)[N:3]=1.[NH2:16][C@@H:17]([CH2:24][C:25]1[CH:30]=[CH:29][CH:28]=[CH:27][CH:26]=1)[C:18]([NH:20][CH2:21][CH2:22][OH:23])=[O:19].